From a dataset of Peptide-MHC class II binding affinity with 134,281 pairs from IEDB. Regression. Given a peptide amino acid sequence and an MHC pseudo amino acid sequence, predict their binding affinity value. This is MHC class II binding data. (1) The MHC is DRB1_0101 with pseudo-sequence DRB1_0101. The binding affinity (normalized) is 0.227. The peptide sequence is IVVDAEKLQFTEYDF. (2) The peptide sequence is SQDLELSWNLNGLQGY. The MHC is DRB1_0802 with pseudo-sequence DRB1_0802. The binding affinity (normalized) is 0.253. (3) The binding affinity (normalized) is 0.375. The peptide sequence is VKNVIGPFMKAVCVE. The MHC is DRB1_0901 with pseudo-sequence DRB1_0901. (4) The peptide sequence is EKKYKAATQFEPLAA. The MHC is DRB1_0701 with pseudo-sequence DRB1_0701. The binding affinity (normalized) is 0.409.